The task is: Predict the reactants needed to synthesize the given product.. This data is from Full USPTO retrosynthesis dataset with 1.9M reactions from patents (1976-2016). (1) Given the product [CH3:1][S:2]([C:5]1[CH:10]=[CH:9][C:8]([C:11]2[N:16]=[CH:15][C:14]([O:17][C@H:18]([CH:21]3[CH2:26][CH2:25][N:24]([C:27]([O:29][CH:30]([CH3:31])[CH3:32])=[O:28])[CH2:23][CH2:22]3)[CH2:19][CH3:20])=[CH:13][CH:12]=2)=[CH:7][CH:6]=1)(=[O:3])=[O:4], predict the reactants needed to synthesize it. The reactants are: [CH3:1][S:2]([C:5]1[CH:10]=[CH:9][C:8]([C:11]2[N:16]=[CH:15][C:14]([O:17][CH:18]([CH:21]3[CH2:26][CH2:25][N:24]([C:27]([O:29][CH:30]([CH3:32])[CH3:31])=[O:28])[CH2:23][CH2:22]3)[CH2:19][CH3:20])=[CH:13][CH:12]=2)=[CH:7][CH:6]=1)(=[O:4])=[O:3].C(=O)=O. (2) Given the product [CH3:17][C:13]1([CH3:18])[O:12][C:11](=[O:19])[CH:10]([C:7]2([C:20]#[N:21])[CH2:6][CH:5]3[CH:8]2[CH:9]=[C:3]([CH2:1][CH3:2])[CH2:4]3)[C:15](=[O:16])[O:14]1, predict the reactants needed to synthesize it. The reactants are: [CH2:1]([C:3]1[CH2:4][CH:5]2[CH:8]([CH:9]=1)[C:7](=[C:10]1[C:15](=[O:16])[O:14][C:13]([CH3:18])([CH3:17])[O:12][C:11]1=[O:19])[CH2:6]2)[CH3:2].[C-:20]#[N:21].[Na+]. (3) Given the product [CH3:27][O:26][C:21]1[CH:22]=[CH:23][CH:24]=[CH:25][C:20]=1[C:7]1[CH:8]=[CH:9][C:4]([C:1]([OH:3])=[O:2])=[CH:5][CH:6]=1, predict the reactants needed to synthesize it. The reactants are: [C:1]([C:4]1[CH:9]=[CH:8][C:7](B(O)O)=[CH:6][CH:5]=1)([OH:3])=[O:2].C(=O)([O-])[O-].[K+].[K+].Br[C:20]1[CH:25]=[CH:24][CH:23]=[CH:22][C:21]=1[O:26][CH3:27]. (4) The reactants are: Cl.[Cl:2][C:3]1[CH:8]=[CH:7][C:6]([C:9]([CH:11]2[CH2:16][CH2:15][NH:14][CH2:13][CH2:12]2)=[O:10])=[CH:5][CH:4]=1.[C:17]([O:21][C:22](=[O:33])[NH:23][C@H:24]1[CH2:29][CH2:28][C@H:27]([CH2:30][CH:31]=O)[CH2:26][CH2:25]1)([CH3:20])([CH3:19])[CH3:18]. Given the product [C:17]([O:21][C:22](=[O:33])[NH:23][C@H:24]1[CH2:25][CH2:26][C@H:27]([CH2:30][CH2:31][N:14]2[CH2:15][CH2:16][CH:11]([C:9](=[O:10])[C:6]3[CH:7]=[CH:8][C:3]([Cl:2])=[CH:4][CH:5]=3)[CH2:12][CH2:13]2)[CH2:28][CH2:29]1)([CH3:20])([CH3:19])[CH3:18], predict the reactants needed to synthesize it. (5) The reactants are: Br[C:2]1[C:3](=[O:14])[C:4]([CH3:13])([CH3:12])[O:5][C:6]=1[C:7]1[N:8]=[CH:9][S:10][CH:11]=1.CC1(C)C(C)(C)OB([C:23]2[CH:40]=[CH:39][C:26]([O:27][CH2:28][C:29]3[CH:38]=[CH:37][C:36]4[C:31](=[CH:32][CH:33]=[CH:34][CH:35]=4)[N:30]=3)=[CH:25][CH:24]=2)O1.C([O-])([O-])=O.[Cs+].[Cs+]. Given the product [CH3:12][C:4]1([CH3:13])[C:3](=[O:14])[C:2]([C:23]2[CH:24]=[CH:25][C:26]([O:27][CH2:28][C:29]3[CH:38]=[CH:37][C:36]4[C:31](=[CH:32][CH:33]=[CH:34][CH:35]=4)[N:30]=3)=[CH:39][CH:40]=2)=[C:6]([C:7]2[N:8]=[CH:9][S:10][CH:11]=2)[O:5]1, predict the reactants needed to synthesize it. (6) Given the product [C:32]([CH2:34][CH2:35][N:36]([CH3:41])[S:37]([N:6]1[CH2:7][CH2:8][N:9]([C:14]2[C:15]3[CH:22]=[CH:21][NH:20][C:16]=3[N:17]=[CH:18][N:19]=2)[CH2:10][C:11]21[CH2:12][CH2:13]2)(=[O:39])=[O:38])#[N:33], predict the reactants needed to synthesize it. The reactants are: CC(C)(C(=O)[N:6]1[CH:11]2[CH2:12][CH2:13][CH:7]1[CH2:8][N:9]([C:14]1[C:15]3[CH:22]=[CH:21][NH:20][C:16]=3[N:17]=[CH:18][N:19]=1)[CH2:10]2)C#N.C(N(CC)CC)C.[C:32]([CH2:34][CH2:35][N:36]([CH3:41])[S:37](Cl)(=[O:39])=[O:38])#[N:33]. (7) Given the product [C:1]1([NH:7][NH:8][C:9]([CH2:10][CH2:11][C:12]([OH:14])=[O:13])=[O:15])[CH:6]=[CH:5][CH:4]=[CH:3][CH:2]=1, predict the reactants needed to synthesize it. The reactants are: [C:1]1([NH:7][NH2:8])[CH:6]=[CH:5][CH:4]=[CH:3][CH:2]=1.[C:9]1(=[O:15])[O:14][C:12](=[O:13])[CH2:11][CH2:10]1.